Dataset: CYP1A2 inhibition data for predicting drug metabolism from PubChem BioAssay. Task: Regression/Classification. Given a drug SMILES string, predict its absorption, distribution, metabolism, or excretion properties. Task type varies by dataset: regression for continuous measurements (e.g., permeability, clearance, half-life) or binary classification for categorical outcomes (e.g., BBB penetration, CYP inhibition). Dataset: cyp1a2_veith. (1) The molecule is O=C(CCN1C(=O)c2ccccc2C1=O)NC(=S)Nc1cccc(Cl)c1. The result is 1 (inhibitor). (2) The drug is O=C(c1cnccn1)N1CCC2(CC1)CN(Cc1ccncc1)C2. The result is 1 (inhibitor). (3) The compound is CCSC[C@@H](N)C(=O)O. The result is 0 (non-inhibitor). (4) The drug is COc1ccccc1OCCN1C(=O)S/C(=C\c2ccco2)C1=O. The result is 1 (inhibitor).